This data is from Reaction yield outcomes from USPTO patents with 853,638 reactions. The task is: Predict the reaction yield, written as a fraction of the theoretical maximum amount of product (1.0 means a 100% yield; for example, 0.34 means a 34% yield). (1) The reactants are Br[C:2]1[CH:3]=[C:4]([CH:7]=[CH:8][C:9]=1[O:10][CH3:11])[CH:5]=[O:6].[CH3:12][O:13][C:14]1[CH:19]=[CH:18][CH:17]=[C:16]([O:20][CH3:21])[C:15]=1B(O)O.C(=O)([O-])[O-].[Na+].[Na+].Cl. The catalyst is COCCOC.C(O)C.O.C1C=CC([P]([Pd]([P](C2C=CC=CC=2)(C2C=CC=CC=2)C2C=CC=CC=2)([P](C2C=CC=CC=2)(C2C=CC=CC=2)C2C=CC=CC=2)[P](C2C=CC=CC=2)(C2C=CC=CC=2)C2C=CC=CC=2)(C2C=CC=CC=2)C2C=CC=CC=2)=CC=1. The product is [CH3:11][O:10][C:9]1[CH:8]=[CH:7][C:4]([CH:5]=[O:6])=[CH:3][C:2]=1[C:15]1[C:14]([O:13][CH3:12])=[CH:19][CH:18]=[CH:17][C:16]=1[O:20][CH3:21]. The yield is 0.770. (2) The reactants are [C:1]1([CH3:35])[C:2]([NH:7][C:8]2[O:9][C:10]([C:16]3[CH:21]=[CH:20][C:19]([N:22]4[CH2:27][CH2:26][N:25]([C:28]([O:30][C:31]([CH3:34])([CH3:33])[CH3:32])=[O:29])[CH2:24][CH2:23]4)=[CH:18][CH:17]=3)=[C:11]([C:13](O)=[O:14])[N:12]=2)=[CH:3][CH:4]=[CH:5][CH:6]=1.O.OC1C2N=N[NH:43]C=2C=CC=1.Cl.CN(C)CCCN=C=NCC.N.O1CCOCC1. The catalyst is C(Cl)Cl.CN(C=O)C. The product is [C:1]1([CH3:35])[C:2]([NH:7][C:8]2[O:9][C:10]([C:16]3[CH:17]=[CH:18][C:19]([N:22]4[CH2:23][CH2:24][N:25]([C:28]([O:30][C:31]([CH3:32])([CH3:33])[CH3:34])=[O:29])[CH2:26][CH2:27]4)=[CH:20][CH:21]=3)=[C:11]([C:13](=[O:14])[NH2:43])[N:12]=2)=[CH:3][CH:4]=[CH:5][CH:6]=1. The yield is 0.320. (3) The reactants are [Cl:1][C:2]1[C:3]2[N:4]([CH:12]=[C:13]([C:15]([O:17]CC)=O)[N:14]=2)[CH:5]=[C:6]([C:8]([F:11])([F:10])[F:9])[CH:7]=1.ClC1C2N(C=C(C(O)=O)N=2)C=C(C(F)(F)F)C=1.O.[NH2:38][NH2:39]. The catalyst is CCO. The product is [Cl:1][C:2]1[C:3]2[N:4]([CH:12]=[C:13]([C:15]([NH:38][NH2:39])=[O:17])[N:14]=2)[CH:5]=[C:6]([C:8]([F:9])([F:10])[F:11])[CH:7]=1. The yield is 0.490. (4) The reactants are [Cl:1][C:2]1[CH:7]=[CH:6][C:5]([C:8]2[C:9](=[O:28])[O:10][C:11]3[C:16]([C:17]=2[CH2:18][C:19]2[CH:24]=[CH:23][C:22]([OH:25])=[CH:21][CH:20]=2)=[CH:15][CH:14]=[C:13]([O:26][CH3:27])[CH:12]=3)=[CH:4][CH:3]=1.[Br:29][CH:30](Br)[CH3:31].C([O-])([O-])=O.[K+].[K+]. The catalyst is CC(C)=O. The product is [Cl:1][C:2]1[CH:3]=[CH:4][C:5]([C:8]2[C:9](=[O:28])[O:10][C:11]3[C:16]([C:17]=2[CH2:18][C:19]2[CH:24]=[CH:23][C:22]([O:25][CH2:31][CH2:30][Br:29])=[CH:21][CH:20]=2)=[CH:15][CH:14]=[C:13]([O:26][CH3:27])[CH:12]=3)=[CH:6][CH:7]=1. The yield is 0.830. (5) The reactants are [O:1]=[C:2]1[C:14]2[CH:13]=[CH:12][CH:11]=[C:10]([C:15](O)=[O:16])[C:9]=2[C:8]2[C:3]1=[CH:4][CH:5]=[CH:6][CH:7]=2.C(Cl)(=O)C(Cl)=O.Cl.[F:25][C:26]1[CH:31]=[CH:30][C:29]([CH:32]([OH:46])[CH:33]([NH2:45])[CH2:34][C:35]2[CH:40]=[CH:39][C:38]([C:41]([F:44])([F:43])[F:42])=[CH:37][CH:36]=2)=[CH:28][CH:27]=1.C(=O)([O-])O.[Na+]. The catalyst is O1CCCC1.C(OCC)(=O)C.O.CN(C)C=O. The product is [F:25][C:26]1[CH:27]=[CH:28][C:29]([CH:32]([OH:46])[CH:33]([NH:45][C:15]([C:10]2[C:9]3[C:8]4[C:3](=[CH:4][CH:5]=[CH:6][CH:7]=4)[C:2](=[O:1])[C:14]=3[CH:13]=[CH:12][CH:11]=2)=[O:16])[CH2:34][C:35]2[CH:40]=[CH:39][C:38]([C:41]([F:44])([F:43])[F:42])=[CH:37][CH:36]=2)=[CH:30][CH:31]=1. The yield is 0.690. (6) The reactants are [F:1][C:2]1[CH:3]=[C:4]([C@H:10]2[CH2:14][CH2:13][CH2:12][N:11]2[C:15]2[CH:20]=[CH:19][N:18]3[N:21]=[CH:22][C:23]([C:24](O)=[O:25])=[C:17]3[N:16]=2)[C:5]([O:8][CH3:9])=[N:6][CH:7]=1.CN(C(ON1N=NC2C=CC=NC1=2)=[N+](C)C)C.F[P-](F)(F)(F)(F)F.CCN(C(C)C)C(C)C.[NH2:60][CH2:61][CH2:62][CH2:63][NH:64][C:65](=[O:71])[O:66][C:67]([CH3:70])([CH3:69])[CH3:68]. The catalyst is CN(C=O)C. The product is [F:1][C:2]1[CH:3]=[C:4]([C@H:10]2[CH2:14][CH2:13][CH2:12][N:11]2[C:15]2[CH:20]=[CH:19][N:18]3[N:21]=[CH:22][C:23]([C:24]([NH:60][CH2:61][CH2:62][CH2:63][NH:64][C:65](=[O:71])[O:66][C:67]([CH3:69])([CH3:68])[CH3:70])=[O:25])=[C:17]3[N:16]=2)[C:5]([O:8][CH3:9])=[N:6][CH:7]=1. The yield is 0.870.